From a dataset of Catalyst prediction with 721,799 reactions and 888 catalyst types from USPTO. Predict which catalyst facilitates the given reaction. (1) Reactant: Cl[C:2]1[C:3]2[N:4]([C:8]([C:11]3[CH:16]=[CH:15][C:14]([F:17])=[CH:13][C:12]=3[F:18])=[N:9][CH:10]=2)[CH:5]=[CH:6][N:7]=1. Product: [F:18][C:12]1[CH:13]=[C:14]([F:17])[CH:15]=[CH:16][C:11]=1[C:8]1[N:4]2[CH2:5][CH2:6][NH:7][CH2:2][C:3]2=[CH:10][N:9]=1. The catalyst class is: 19. (2) Reactant: [F:1][C:2]1[N:7]=[CH:6][C:5]([OH:8])=[CH:4][CH:3]=1.[H-].[Na+].[CH3:11][O:12][CH2:13]Cl. Product: [F:1][C:2]1[CH:3]=[CH:4][C:5]([O:8][CH2:11][O:12][CH3:13])=[CH:6][N:7]=1. The catalyst class is: 248.